From a dataset of Forward reaction prediction with 1.9M reactions from USPTO patents (1976-2016). Predict the product of the given reaction. Given the reactants [CH3:1][C:2]1[CH:11]=[CH:10][C:9]2[C:4](=[CH:5][CH:6]=[CH:7][C:8]=2[N:12]2[CH2:17][CH2:16][N:15]([CH2:18][CH2:19][C:20]3[CH:21]=[C:22]([CH:24]=[CH:25][CH:26]=3)[NH2:23])[CH2:14][CH2:13]2)[N:3]=1.[F:27][C:28]1[C:36]2[C:35](=O)O[C:33](=O)[C:32]=2[CH:31]=[CH:30][CH:29]=1, predict the reaction product. The product is: [F:27][C:28]1[CH:29]=[CH:30][CH:31]=[C:32]2[C:36]=1[CH2:35][N:23]([C:22]1[CH:24]=[CH:25][CH:26]=[C:20]([CH2:19][CH2:18][N:15]3[CH2:14][CH2:13][N:12]([C:8]4[CH:7]=[CH:6][CH:5]=[C:4]5[C:9]=4[CH:10]=[CH:11][C:2]([CH3:1])=[N:3]5)[CH2:17][CH2:16]3)[CH:21]=1)[CH2:33]2.